From a dataset of Peptide-MHC class I binding affinity with 185,985 pairs from IEDB/IMGT. Regression. Given a peptide amino acid sequence and an MHC pseudo amino acid sequence, predict their binding affinity value. This is MHC class I binding data. (1) The peptide sequence is DDPIKTLEEII. The MHC is Mamu-A01 with pseudo-sequence Mamu-A01. The binding affinity (normalized) is 0. (2) The MHC is HLA-A11:01 with pseudo-sequence HLA-A11:01. The binding affinity (normalized) is 0.749. The peptide sequence is AAASSLLYK. (3) The peptide sequence is VLNTTARAF. The MHC is HLA-B15:01 with pseudo-sequence HLA-B15:01. The binding affinity (normalized) is 0.855. (4) The peptide sequence is APSYRNFSF. The MHC is HLA-B15:01 with pseudo-sequence HLA-B15:01. The binding affinity (normalized) is 0.0847. (5) The peptide sequence is HQIWLALRY. The MHC is HLA-A25:01 with pseudo-sequence HLA-A25:01. The binding affinity (normalized) is 0.0847. (6) The binding affinity (normalized) is 0.689. The MHC is HLA-A68:02 with pseudo-sequence HLA-A68:02. The peptide sequence is LASNAICSAV. (7) The peptide sequence is MIWDPNGW. The MHC is HLA-A30:02 with pseudo-sequence HLA-A30:02. The binding affinity (normalized) is 0. (8) The peptide sequence is NADTGHSIY. The MHC is HLA-B08:02 with pseudo-sequence HLA-B08:02. The binding affinity (normalized) is 0.0847.